This data is from Reaction yield outcomes from USPTO patents with 853,638 reactions. The task is: Predict the reaction yield, written as a fraction of the theoretical maximum amount of product (1.0 means a 100% yield; for example, 0.34 means a 34% yield). (1) The reactants are [CH3:1][N:2]1[C:7]2[CH:8]=[C:9]([C:12]([F:15])([F:14])[F:13])[CH:10]=[CH:11][C:6]=2[O:5][CH:4]([C:16]([OH:18])=O)[CH2:3]1.CN(C(ON1N=NC2C=CC=CC1=2)=[N+](C)C)C.F[P-](F)(F)(F)(F)F.CCN(C(C)C)C(C)C.O1CCCCC1[N:58]1[C:66]2[C:61](=[CH:62][C:63]([CH:67]([NH2:69])[CH3:68])=[CH:64][CH:65]=2)[CH:60]=[N:59]1.C([O-])(O)=O.[Na+]. The catalyst is CN(C=O)C. The product is [NH:58]1[C:66]2[C:61](=[CH:62][C:63]([CH:67]([NH:69][C:16]([CH:4]3[CH2:3][N:2]([CH3:1])[C:7]4[CH:8]=[C:9]([C:12]([F:13])([F:14])[F:15])[CH:10]=[CH:11][C:6]=4[O:5]3)=[O:18])[CH3:68])=[CH:64][CH:65]=2)[CH:60]=[N:59]1. The yield is 0.310. (2) The reactants are N12CCCN=C1CCCCC2.[Cl-].[Li+].COP([CH:20]([O:25][Si:26]([C:29]([CH3:32])([CH3:31])[CH3:30])([CH3:28])[CH3:27])[C:21]([O:23][CH3:24])=[O:22])(OC)=O.[F:33][C:34]([F:76])([F:75])[C:35]1[CH:36]=[C:37]([C@H:45]([N:47]([CH3:74])[C:48]([N:50]2[CH2:55][CH2:54][C@@:53]([NH:59][S:60]([C:62]([CH3:65])([CH3:64])[CH3:63])=[O:61])([CH2:56][CH:57]=O)[CH2:52][C@@H:51]2[C:66]2[CH:71]=[CH:70][C:69]([F:72])=[CH:68][C:67]=2[CH3:73])=[O:49])[CH3:46])[CH:38]=[C:39]([C:41]([F:44])([F:43])[F:42])[CH:40]=1.C([O-])(O)=O.[Na+]. The catalyst is C(#N)C.CCOC(C)=O. The product is [CH3:24][O:23][C:21](=[O:22])[C:20]([O:25][Si:26]([C:29]([CH3:30])([CH3:31])[CH3:32])([CH3:27])[CH3:28])=[CH:57][CH2:56][C@:53]1([NH:59][S:60]([C:62]([CH3:64])([CH3:63])[CH3:65])=[O:61])[CH2:54][CH2:55][N:50]([C:48]([N:47]([C@@H:45]([C:37]2[CH:36]=[C:35]([C:34]([F:33])([F:75])[F:76])[CH:40]=[C:39]([C:41]([F:44])([F:43])[F:42])[CH:38]=2)[CH3:46])[CH3:74])=[O:49])[C@@H:51]([C:66]2[CH:71]=[CH:70][C:69]([F:72])=[CH:68][C:67]=2[CH3:73])[CH2:52]1. The yield is 0.380. (3) The reactants are [Cl:1][C:2]1[CH:7]=[CH:6][C:5]([CH3:8])=[CH:4][C:3]=1[OH:9].[C:10](=O)([O-])[O-].[K+].[K+].CI. The catalyst is CN(C=O)C. The product is [Cl:1][C:2]1[CH:7]=[CH:6][C:5]([CH3:8])=[CH:4][C:3]=1[O:9][CH3:10]. The yield is 0.920.